Predict the reactants needed to synthesize the given product. From a dataset of Full USPTO retrosynthesis dataset with 1.9M reactions from patents (1976-2016). (1) Given the product [CH2:1]([N:3]1[C:7]([NH:8][C:9]2[C:18]3[C:13](=[C:14]([CH3:20])[CH:15]=[C:16]([S:29][CH2:30][CH2:31][CH3:32])[CH:17]=3)[N:12]=[N:11][C:10]=2[C:21]([NH2:23])=[O:22])=[CH:6][CH:5]=[N:4]1)[CH3:2], predict the reactants needed to synthesize it. The reactants are: [CH2:1]([N:3]1[C:7]([NH:8][C:9]2[C:18]3[C:13](=[C:14]([CH3:20])[CH:15]=[C:16](I)[CH:17]=3)[N:12]=[N:11][C:10]=2[C:21]([NH2:23])=[O:22])=[CH:6][CH:5]=[N:4]1)[CH3:2].C([Sn](CCCC)(CCCC)[S:29][CH2:30][CH2:31][CH3:32])CCC.CS(C)=O. (2) The reactants are: [N+:1]([C:4]1[CH:5]=[C:6]([OH:14])[C:7](=[CH:12][CH:13]=1)[C:8]([O:10]C)=[O:9])([O-:3])=[O:2].[OH-].[Na+].I[CH2:18][C:19](O)=[O:20]. Given the product [C:19]([O:14][C:6]1[CH:5]=[C:4]([N+:1]([O-:3])=[O:2])[CH:13]=[CH:12][C:7]=1[C:8]([OH:10])=[O:9])(=[O:20])[CH3:18], predict the reactants needed to synthesize it.